From a dataset of Full USPTO retrosynthesis dataset with 1.9M reactions from patents (1976-2016). Predict the reactants needed to synthesize the given product. (1) Given the product [CH3:39][O:40][CH2:41][C@@H:42]([O:1][C:2]1[CH:3]=[C:4]([CH:9]=[C:10]([O:12][CH2:13][C:14]2[CH:19]=[CH:18][CH:17]=[CH:16][CH:15]=2)[CH:11]=1)[C:5]([O:7][CH3:8])=[O:6])[CH3:43], predict the reactants needed to synthesize it. The reactants are: [OH:1][C:2]1[CH:3]=[C:4]([CH:9]=[C:10]([O:12][CH2:13][C:14]2[CH:19]=[CH:18][CH:17]=[CH:16][CH:15]=2)[CH:11]=1)[C:5]([O:7][CH3:8])=[O:6].C1(P(C2C=CC=CC=2)C2C=CC=CC=2)C=CC=CC=1.[CH3:39][O:40][CH2:41][C@H:42](O)[CH3:43].CC(OC(/N=N/C(OC(C)C)=O)=O)C. (2) Given the product [CH3:9][O:8][C:4]1[C:3]([N+:10]([O-:12])=[O:11])=[C:2]([NH:13][CH2:14][C@@H:15]2[CH2:19][CH2:18][N:17]([C:20]([O:22][C:23]([CH3:26])([CH3:25])[CH3:24])=[O:21])[CH2:16]2)[CH:7]=[CH:6][CH:5]=1, predict the reactants needed to synthesize it. The reactants are: F[C:2]1[CH:7]=[CH:6][CH:5]=[C:4]([O:8][CH3:9])[C:3]=1[N+:10]([O-:12])=[O:11].[NH2:13][CH2:14][C@@H:15]1[CH2:19][CH2:18][N:17]([C:20]([O:22][C:23]([CH3:26])([CH3:25])[CH3:24])=[O:21])[CH2:16]1.CCN(C(C)C)C(C)C. (3) Given the product [Cl:36][C:34]1[CH:33]=[CH:32][C:28]([C:29]([OH:31])=[O:30])=[C:27]([NH:1][C:2]2[CH:3]=[CH:4][C:5]([C:8]([N:10]3[CH2:11][CH2:12][O:13][CH2:14][CH2:15]3)=[O:9])=[CH:6][CH:7]=2)[N:35]=1, predict the reactants needed to synthesize it. The reactants are: [NH2:1][C:2]1[CH:7]=[CH:6][C:5]([C:8]([N:10]2[CH2:15][CH2:14][O:13][CH2:12][CH2:11]2)=[O:9])=[CH:4][CH:3]=1.C[Si]([N-][Si](C)(C)C)(C)C.[Li+].Cl[C:27]1[N:35]=[C:34]([Cl:36])[CH:33]=[CH:32][C:28]=1[C:29]([OH:31])=[O:30]. (4) Given the product [C:2]([O:4][C:5](=[O:6])[NH:7][CH:8]([C:9](=[O:11])[N:52]([CH2:49][CH:50]=[CH2:51])[CH2:53][C:54]1[CH:59]=[CH:58][C:57]([O:60][CH3:61])=[CH:56][C:55]=1[O:62][CH3:63])[C:12]([CH3:16])([CH3:15])[CH:13]=[CH2:14])([CH3:1])([CH3:3])[CH3:17], predict the reactants needed to synthesize it. The reactants are: [CH3:1][C:2]([CH3:17])([O:4][C:5]([NH:7][CH:8]([C:12]([CH3:16])([CH3:15])[CH:13]=[CH2:14])[C:9]([OH:11])=O)=[O:6])[CH3:3].CN(C(ON1N=NC2C=CC=NC1=2)=[N+](C)C)C.[B-](F)(F)(F)F.CCN(C(C)C)C(C)C.[CH2:49]([NH:52][CH2:53][C:54]1[CH:59]=[CH:58][C:57]([O:60][CH3:61])=[CH:56][C:55]=1[O:62][CH3:63])[CH:50]=[CH2:51].